From a dataset of Full USPTO retrosynthesis dataset with 1.9M reactions from patents (1976-2016). Predict the reactants needed to synthesize the given product. Given the product [CH2:18]([O:4][C:3]1[CH:5]=[C:6]([CH3:11])[C:7]([O:15][CH2:12][C:2]2[CH:8]=[CH:7][CH:6]=[CH:5][CH:3]=2)=[C:8]([CH3:9])[C:2]=1[CH3:1])[C:19]1[CH:24]=[CH:23][CH:22]=[CH:21][CH:20]=1, predict the reactants needed to synthesize it. The reactants are: [CH3:1][C:2]1[C:8]([CH3:9])=[C:7](O)[C:6]([CH3:11])=[CH:5][C:3]=1[OH:4].[C:12](=[O:15])([O-])[O-].[Cs+].[Cs+].[CH2:18](Br)[C:19]1[CH:24]=[CH:23][CH:22]=[CH:21][CH:20]=1.